Dataset: Full USPTO retrosynthesis dataset with 1.9M reactions from patents (1976-2016). Task: Predict the reactants needed to synthesize the given product. (1) Given the product [O:21]=[C:20]1[C:4]2[C:5]3[C:6](=[C:7]([C:11]4[CH:12]=[CH:13][CH:14]=[CH:15][CH:16]=4)[NH:8][C:9]=3[CH:10]=[C:2]([NH:1][C:34](=[O:35])[C:33]3[CH:37]=[CH:38][CH:39]=[CH:40][C:32]=3[NH:31][S:28]([C:25]3[CH:26]=[CH:27][C:22]([CH3:41])=[CH:23][CH:24]=3)(=[O:30])=[O:29])[CH:3]=2)[CH:17]=[N:18][NH:19]1, predict the reactants needed to synthesize it. The reactants are: [NH2:1][C:2]1[CH:3]=[C:4]2[C:20](=[O:21])[NH:19][N:18]=[CH:17][C:6]3=[C:7]([C:11]4[CH:16]=[CH:15][CH:14]=[CH:13][CH:12]=4)[NH:8][C:9]([CH:10]=1)=[C:5]23.[C:22]1([CH3:41])[CH:27]=[CH:26][C:25]([S:28]([NH:31][C:32]2[CH:40]=[CH:39][CH:38]=[CH:37][C:33]=2[C:34](O)=[O:35])(=[O:30])=[O:29])=[CH:24][CH:23]=1.C(N(CC)CC)C.F[P-](F)(F)(F)(F)F.N1(OC(N(C)C)=[N+](C)C)C2N=CC=CC=2N=N1. (2) Given the product [Cl:27][C:8]1[N:7]([CH2:6][C:5]2[CH:18]=[CH:19][C:2]([Cl:1])=[CH:3][CH:4]=2)[C:15]2[C:14](=[O:16])[NH:13][C:12](=[O:17])[NH:11][C:10]=2[N:9]=1, predict the reactants needed to synthesize it. The reactants are: [Cl:1][C:2]1[CH:19]=[CH:18][C:5]([CH2:6][N:7]2[C:15]3[C:14](=[O:16])[NH:13][C:12](=[O:17])[NH:11][C:10]=3[N:9]=[CH:8]2)=[CH:4][CH:3]=1.C1C(=O)N([Cl:27])C(=O)C1. (3) Given the product [CH3:30][N:26]1[C:27]([CH3:29])=[CH:28][C:24]([CH2:23][N:18]2[C:19]3[C:15](=[C:14]([NH:13][C:11]([C:8]4[N:5]5[CH:6]=[CH:7][C:2]([C:47]6[O:58][C:50]([CH:51]=[O:52])=[CH:49][CH:48]=6)=[CH:3][C:4]5=[N:10][CH:9]=4)=[O:12])[CH:22]=[CH:21][CH:20]=3)[C:16]([CH2:31][CH3:32])=[N:17]2)=[N:25]1, predict the reactants needed to synthesize it. The reactants are: Br[C:2]1[CH:7]=[CH:6][N:5]2[C:8]([C:11]([NH:13][C:14]3[CH:22]=[CH:21][CH:20]=[C:19]4[C:15]=3[C:16]([CH2:31][CH3:32])=[N:17][N:18]4[CH2:23][C:24]3[CH:28]=[C:27]([CH3:29])[N:26]([CH3:30])[N:25]=3)=[O:12])=[CH:9][N:10]=[C:4]2[CH:3]=1.C1(P(C2CCCCC2)C2C=CC=CC=2C2[C:51]([O:52]C)=[CH:50][CH:49]=[C:48](S([O-])(=O)=O)[C:47]=2[O:58]C)CCCCC1.[Na+].C(=O)([O-])[O-].[K+].[K+].C(C1OC(B(O)O)=CC=1)=O. (4) Given the product [CH3:46][N:42]1[CH2:41][CH2:45][CH2:44][CH:43]1[CH2:36][CH2:37][NH:33][C:26]([NH:28][C:32]1[CH:31]=[CH:6][CH:7]=[CH:2][C:3]=1[S:8]([NH:11][C:12]1[CH:21]=[CH:20][C:19]2[CH2:18][CH2:17][CH2:16][CH2:15][C:14]=2[C:13]=1[C:22]([OH:24])=[O:23])(=[O:9])=[O:10])=[O:27], predict the reactants needed to synthesize it. The reactants are: N[C:2]1[CH:7]=[CH:6]C=C[C:3]=1[S:8]([NH:11][C:12]1[CH:21]=[CH:20][C:19]2[CH2:18][CH2:17][CH2:16][CH2:15][C:14]=2[C:13]=1[C:22]([O:24]C)=[O:23])(=[O:10])=[O:9].[C:26]([N:33]1[CH:37]=[CH:36]N=C1)([N:28]1[CH:32]=[CH:31]N=C1)=[O:27].NCC[CH:41]1[CH2:45][CH2:44][CH2:43][N:42]1[CH3:46].[Li+].[I-]. (5) Given the product [OH:23][C:12]1[C:13]2[S:14][C:15]3[C:20](=[CH:19][CH:18]=[CH:17][CH:16]=3)[CH2:21][C:22]=2[C:9]([C:33]2[O:34][C:35]([N:40]3[CH2:41][CH2:42][O:43][CH2:44][CH2:45]3)=[CH:36][C:37](=[O:39])[CH:38]=2)=[CH:10][CH:11]=1, predict the reactants needed to synthesize it. The reactants are: CC1(C)C(C)(C)OB([C:9]2[C:22]3[CH2:21][C:20]4[C:15](=[CH:16][CH:17]=[CH:18][CH:19]=4)[S:14][C:13]=3[C:12]([O:23]C(=O)OC(C)(C)C)=[CH:11][CH:10]=2)O1.Cl[C:33]1[O:34][C:35]([N:40]2[CH2:45][CH2:44][O:43][CH2:42][CH2:41]2)=[CH:36][C:37](=[O:39])[CH:38]=1.C(=O)([O-])[O-].[K+].[K+].